This data is from Reaction yield outcomes from USPTO patents with 853,638 reactions. The task is: Predict the reaction yield, written as a fraction of the theoretical maximum amount of product (1.0 means a 100% yield; for example, 0.34 means a 34% yield). (1) The reactants are [F:1][C:2]1[CH:3]=[C:4]([CH:24]=[C:25]([F:33])[C:26]=1[C:27]([CH3:32])([CH3:31])[CH2:28][O:29][CH3:30])[N:5](CC1C=CC(OC)=CC=1)CC1C=CC(OC)=CC=1. The catalyst is C(O)(C(F)(F)F)=O. The product is [F:1][C:2]1[CH:3]=[C:4]([CH:24]=[C:25]([F:33])[C:26]=1[C:27]([CH3:31])([CH3:32])[CH2:28][O:29][CH3:30])[NH2:5]. The yield is 0.990. (2) The reactants are [H-].[Na+].[CH2:3]([SH:5])[CH3:4].Cl[C:7]1[C:12]([C:13]([OH:15])=[O:14])=[C:11]([CH3:16])[CH:10]=[C:9]([Cl:17])[N:8]=1. The catalyst is C1COCC1. The product is [Cl:17][C:9]1[N:8]=[C:7]([S:5][CH2:3][CH3:4])[C:12]([C:13]([OH:15])=[O:14])=[C:11]([CH3:16])[CH:10]=1. The yield is 0.950. (3) The reactants are [Br:1][C:2]1[CH:8]=[CH:7][C:6]([Br:9])=[CH:5][C:3]=1N.N([O-])=O.[Na+].[I-:14].[K+].S([O-])(O)=O.[Na+]. The catalyst is Cl.C(Cl)Cl. The product is [Br:1][C:2]1[CH:8]=[CH:7][C:6]([Br:9])=[CH:5][C:3]=1[I:14]. The yield is 0.730. (4) The reactants are [C:1]12([C:11]3[CH:16]=[C:15]([C:17]4[CH:22]=[CH:21][C:20]([CH:23]5[O:27][CH2:26][CH2:25][O:24]5)=[CH:19][N:18]=4)[CH:14]=[C:13]([NH2:28])[C:12]=3[OH:29])[CH2:10][CH:5]3[CH2:6][CH:7]([CH2:9][CH:3]([CH2:4]3)[CH2:2]1)[CH2:8]2.[C:30](Cl)(=O)[C:31]1[CH:36]=[CH:35][CH:34]=[CH:33][CH:32]=1.C1(C)C=CC(S(O)(=O)=O)=CC=1. The catalyst is C1(C)C=CC=CC=1. The product is [C:1]12([C:11]3[C:12]4[O:29][C:30]([C:31]5[CH:36]=[CH:35][CH:34]=[CH:33][CH:32]=5)=[N:28][C:13]=4[CH:14]=[C:15]([C:17]4[CH:22]=[CH:21][C:20]([CH:23]5[O:27][CH2:26][CH2:25][O:24]5)=[CH:19][N:18]=4)[CH:16]=3)[CH2:8][CH:7]3[CH2:9][CH:3]([CH2:4][CH:5]([CH2:6]3)[CH2:10]1)[CH2:2]2. The yield is 0.940. (5) The reactants are [Cl:1][C:2]1[NH:7][C:6](=[O:8])[NH:5][C:4](=[O:9])[C:3]=1[CH:10]([CH3:12])[CH3:11].C(=O)([O-])[O-].[K+].[K+].I[CH2:20][CH3:21]. The catalyst is CN(C=O)C. The product is [Cl:1][C:2]1[N:7]([CH2:20][CH3:21])[C:6](=[O:8])[NH:5][C:4](=[O:9])[C:3]=1[CH:10]([CH3:12])[CH3:11]. The yield is 0.630. (6) The reactants are N#N.Cl[C:4]1[N:5]=[N+:6]([O-:19])[C:7]2[C:16]([N:17]=1)=[CH:15][C:14]1[CH2:13][N:12]([CH3:18])[CH2:11][CH2:10][C:9]=1[CH:8]=2.[Sn](CC)(CC)(CC)[CH2:21][CH3:22]. The catalyst is COCCOC.C1C=CC([P]([Pd]([P](C2C=CC=CC=2)(C2C=CC=CC=2)C2C=CC=CC=2)([P](C2C=CC=CC=2)(C2C=CC=CC=2)C2C=CC=CC=2)[P](C2C=CC=CC=2)(C2C=CC=CC=2)C2C=CC=CC=2)(C2C=CC=CC=2)C2C=CC=CC=2)=CC=1. The product is [CH2:21]([C:4]1[N:5]=[N+:6]([O-:19])[C:7]2[C:16]([N:17]=1)=[CH:15][C:14]1[CH2:13][N:12]([CH3:18])[CH2:11][CH2:10][C:9]=1[CH:8]=2)[CH3:22]. The yield is 0.810. (7) The reactants are [NH2:1][C:2]1[C:19]([F:20])=[C:18]([F:21])[C:5]2[N:6]([C:10]3[CH:15]=[CH:14][C:13]([I:16])=[CH:12][C:11]=3[F:17])[C:7](=[O:9])[NH:8][C:4]=2[C:3]=1[OH:22].[C:23]1(C)C=CC(S(O)(=O)=O)=C[CH:24]=1. The catalyst is C(OC(OCC)(OCC)C)C. The product is [F:20][C:19]1[C:2]2[N:1]=[C:23]([CH3:24])[O:22][C:3]=2[C:4]2[NH:8][C:7](=[O:9])[N:6]([C:10]3[CH:15]=[CH:14][C:13]([I:16])=[CH:12][C:11]=3[F:17])[C:5]=2[C:18]=1[F:21]. The yield is 0.536.